Dataset: Catalyst prediction with 721,799 reactions and 888 catalyst types from USPTO. Task: Predict which catalyst facilitates the given reaction. (1) Reactant: [F:1][C:2]1[C:3]([C:9]2[N:13]([CH:14]3[CH2:19][CH2:18][O:17][CH2:16][CH2:15]3)[C:12]([CH3:20])=[N:11][CH:10]=2)=[N:4][C:5]([NH2:8])=[N:6][CH:7]=1.Br[C:22]1[CH:27]=[CH:26][C:25]([S:28]([N:31]2[CH2:36][CH2:35][N:34]([CH3:37])[CH2:33][CH2:32]2)(=[O:30])=[O:29])=[C:24]([CH3:38])[CH:23]=1.C([O-])([O-])=O.[Cs+].[Cs+].CC(C1C=C(C(C)C)C(C2C=CC=CC=2P(C2CCCCC2)C2CCCCC2)=C(C(C)C)C=1)C. Product: [F:1][C:2]1[C:3]([C:9]2[N:13]([CH:14]3[CH2:19][CH2:18][O:17][CH2:16][CH2:15]3)[C:12]([CH3:20])=[N:11][CH:10]=2)=[N:4][C:5]([NH:8][C:22]2[CH:27]=[CH:26][C:25]([S:28]([N:31]3[CH2:32][CH2:33][N:34]([CH3:37])[CH2:35][CH2:36]3)(=[O:29])=[O:30])=[C:24]([CH3:38])[CH:23]=2)=[N:6][CH:7]=1. The catalyst class is: 110. (2) Reactant: C([O:6][CH2:7][C@H:8]1[CH2:10][C@@H:9]1[C:11]1[CH:12]=[N:13][CH:14]=[C:15]([O:17][CH2:18][C@@H:19]2[CH2:22][CH2:21][N:20]2[C:23]([O:25][C:26]([CH3:29])([CH3:28])[CH3:27])=[O:24])[CH:16]=1)(=O)C(C)C.C[O-].[Na+]. Product: [C:26]([O:25][C:23]([N:20]1[CH2:21][CH2:22][C@H:19]1[CH2:18][O:17][C:15]1[CH:16]=[C:11]([C@H:9]2[CH2:10][C@@H:8]2[CH2:7][OH:6])[CH:12]=[N:13][CH:14]=1)=[O:24])([CH3:29])([CH3:28])[CH3:27]. The catalyst class is: 5. (3) Reactant: [C:1]1([C:20]2[CH:25]=[CH:24][CH:23]=[CH:22][CH:21]=2)[CH:6]=[CH:5][CH:4]=[C:3]([CH2:7][CH:8]2[C:15]3[CH:14]=[C:13]([C:16]([O:18]C)=[O:17])[NH:12][C:11]=3[CH2:10][CH2:9]2)[CH:2]=1.[OH-].[Li+].CO. Product: [C:1]1([C:20]2[CH:25]=[CH:24][CH:23]=[CH:22][CH:21]=2)[CH:6]=[CH:5][CH:4]=[C:3]([CH2:7][CH:8]2[C:15]3[CH:14]=[C:13]([C:16]([OH:18])=[O:17])[NH:12][C:11]=3[CH2:10][CH2:9]2)[CH:2]=1. The catalyst class is: 1. (4) Reactant: CN(C(ON1N=NC2C=CC=NC1=2)=[N+](C)C)C.F[P-](F)(F)(F)(F)F.[CH2:25]([NH:27][CH2:28][C:29]([OH:31])=[O:30])[CH3:26].[CH3:32][N:33]1[C:45]2[CH2:44][CH2:43][CH:42]([CH:46]3[CH2:51][CH2:50][O:49][CH2:48][CH2:47]3)[CH2:41][C:40]=2[C:39]2[C:34]1=[CH:35][CH:36]=[C:37]([C:52](O)=[O:53])[CH:38]=2.C(N(CC)C(C)C)(C)C. Product: [CH2:25]([N:27]([CH2:28][C:29]([OH:31])=[O:30])[C:52]([C:37]1[CH:38]=[C:39]2[C:34](=[CH:35][CH:36]=1)[N:33]([CH3:32])[C:45]1[CH2:44][CH2:43][CH:42]([CH:46]3[CH2:51][CH2:50][O:49][CH2:48][CH2:47]3)[CH2:41][C:40]2=1)=[O:53])[CH3:26]. The catalyst class is: 3. (5) Reactant: [Cl:1][C:2]1[CH:3]=[CH:4][C:5]2[N:11]([CH2:12][C:13]([CH3:17])([CH3:16])[CH2:14][OH:15])[C:10](=[O:18])[C@@H:9]([CH2:19][C:20]([NH:22][C:23]3[CH:24]=[C:25]([CH:29]=[CH:30][C:31]=3[F:32])[C:26]([OH:28])=[O:27])=[O:21])[O:8][C@H:7]([C:33]3[CH:38]=[CH:37][CH:36]=[C:35]([O:39][CH3:40])[C:34]=3[O:41][CH3:42])[C:6]=2[CH:43]=1.N1C=CC=CC=1.[C:50](OCC)(=[O:52])[CH3:51].C(Cl)(=O)C. Product: [C:50]([O:15][CH2:14][C:13]([CH3:17])([CH3:16])[CH2:12][N:11]1[C:5]2[CH:4]=[CH:3][C:2]([Cl:1])=[CH:43][C:6]=2[C@@H:7]([C:33]2[CH:38]=[CH:37][CH:36]=[C:35]([O:39][CH3:40])[C:34]=2[O:41][CH3:42])[O:8][C@H:9]([CH2:19][C:20]([NH:22][C:23]2[CH:24]=[C:25]([CH:29]=[CH:30][C:31]=2[F:32])[C:26]([OH:28])=[O:27])=[O:21])[C:10]1=[O:18])(=[O:52])[CH3:51]. The catalyst class is: 6. (6) Reactant: [CH:1]1([CH2:4][N:5]2[C:10]([NH:11][NH2:12])=[CH:9][C:8](=[O:13])[NH:7][C:6]2=[O:14])[CH2:3][CH2:2]1.[Cl:15][C:16]1[CH:17]=[C:18]2[C:23](=[CH:24][CH:25]=1)[N:22]=[CH:21][CH:20]=[C:19]2[CH:26]=O. Product: [CH:1]1([CH2:4][N:5]2[C:10]([NH:11][N:12]=[CH:26][C:19]3[C:18]4[C:23](=[CH:24][CH:25]=[C:16]([Cl:15])[CH:17]=4)[N:22]=[CH:21][CH:20]=3)=[CH:9][C:8](=[O:13])[NH:7][C:6]2=[O:14])[CH2:2][CH2:3]1. The catalyst class is: 5. (7) Reactant: [F:1][C:2]1[CH:7]=[C:6]([F:8])[CH:5]=[CH:4][C:3]=1[C:9]1[N:10]([S:19]([C:22]2[CH:27]=[CH:26][CH:25]=[C:24]([F:28])[CH:23]=2)(=[O:21])=[O:20])[CH:11]=[C:12]2[CH:16]([NH:17][CH3:18])[CH2:15][CH2:14][C:13]=12.C(=O)([O-])[O-].[Na+].[Na+].Cl[CH2:36][C:37]1[O:38][C:39](=[O:43])[O:40][C:41]=1[CH3:42].O. Product: [F:1][C:2]1[CH:7]=[C:6]([F:8])[CH:5]=[CH:4][C:3]=1[C:9]1[N:10]([S:19]([C:22]2[CH:27]=[CH:26][CH:25]=[C:24]([F:28])[CH:23]=2)(=[O:21])=[O:20])[CH:11]=[C:12]2[CH:16]([N:17]([CH2:36][C:37]3[O:38][C:39](=[O:43])[O:40][C:41]=3[CH3:42])[CH3:18])[CH2:15][CH2:14][C:13]=12. The catalyst class is: 9. (8) Reactant: [I:1][C:2]1[CH:3]=[N:4][C:5]2[C:10]([CH:11]=1)=[CH:9][CH:8]=[CH:7][C:6]=2[N:12]1[CH2:17][CH2:16][NH:15][CH2:14][CH2:13]1.CCN(CC)CC.[C:25](O[C:25]([O:27][C:28]([CH3:31])([CH3:30])[CH3:29])=[O:26])([O:27][C:28]([CH3:31])([CH3:30])[CH3:29])=[O:26]. Product: [I:1][C:2]1[CH:3]=[N:4][C:5]2[C:10]([CH:11]=1)=[CH:9][CH:8]=[CH:7][C:6]=2[N:12]1[CH2:17][CH2:16][N:15]([C:25]([O:27][C:28]([CH3:31])([CH3:30])[CH3:29])=[O:26])[CH2:14][CH2:13]1. The catalyst class is: 2. (9) Reactant: [N+:1]([C:4]1[CH:9]=[CH:8][N:7]=[C:6](NC)[CH:5]=1)([O-:3])=[O:2].[CH3:12]CN(CC)CC.[N:19]([CH:22]([CH:28]([CH3:30])[CH3:29])[C:23]([N:25]=[N+]=[N-])=[O:24])=[N+:20]=[N-:21].C(Cl)CCl.C1C=CC2N(O)N=NC=2C=1. Product: [N:19]([CH:22]([CH:28]([CH3:30])[CH3:29])[C:23]([NH:25][CH2:12][C:6]1[CH:5]=[C:4]([N+:1]([O-:3])=[O:2])[CH:9]=[CH:8][N:7]=1)=[O:24])=[N+:20]=[N-:21]. The catalyst class is: 1. (10) Product: [NH2:49][C:46]([CH3:48])([CH3:47])[CH2:45][NH:44][C:11]([C@@H:10]([NH:14][S:15]([C:18]1[C:27]2[C:22](=[CH:23][CH:24]=[CH:25][CH:26]=2)[C:21]([CH3:28])=[CH:20][CH:19]=1)(=[O:16])=[O:17])[CH2:9][O:8][CH2:1][C:2]1[CH:7]=[CH:6][CH:5]=[CH:4][CH:3]=1)=[O:13]. Reactant: [CH2:1]([O:8][CH2:9][C@H:10]([NH:14][S:15]([C:18]1[C:27]2[C:22](=[CH:23][CH:24]=[CH:25][CH:26]=2)[C:21]([CH3:28])=[CH:20][CH:19]=1)(=[O:17])=[O:16])[C:11]([OH:13])=O)[C:2]1[CH:7]=[CH:6][CH:5]=[CH:4][CH:3]=1.C1CCC(N=C=NC2CCCCC2)CC1.[NH2:44][CH2:45][C:46]([NH2:49])([CH3:48])[CH3:47]. The catalyst class is: 2.